From a dataset of Full USPTO retrosynthesis dataset with 1.9M reactions from patents (1976-2016). Predict the reactants needed to synthesize the given product. (1) Given the product [CH2:1]([C:3]1([S:6]([Cl:13])(=[O:9])=[O:7])[CH2:5][CH2:4]1)[CH3:2], predict the reactants needed to synthesize it. The reactants are: [CH2:1]([C:3]1([S:6]([O-:9])(=O)=[O:7])[CH2:5][CH2:4]1)[CH3:2].[K+].S(Cl)([Cl:13])=O.O. (2) Given the product [C:1]([O:5][C:6](=[O:48])[C:7]1[CH:8]=[C:9]([O:19][CH2:20][CH2:21][CH2:22][CH2:23][CH2:24][CH2:25][C:26]2[CH:31]=[CH:30][CH:29]=[C:28]([O:32][CH2:33][CH2:34][CH2:35][C:36]([O:38][CH2:39][CH3:40])=[O:37])[C:27]=2[CH2:41][CH2:42][C:43]([O:45][CH2:46][CH3:47])=[O:44])[CH:10]=[C:11]([C:13]2[CH:14]=[CH:94][C:93]3[O:92][CH2:97][CH2:96][O:95][C:16]=3[CH:17]=2)[CH:12]=1)([CH3:4])([CH3:2])[CH3:3], predict the reactants needed to synthesize it. The reactants are: [C:1]([O:5][C:6](=[O:48])[C:7]1[CH:12]=[C:11]([C:13]2[C:17](C)=[CH:16]S[CH:14]=2)[CH:10]=[C:9]([O:19][CH2:20][CH2:21][CH2:22][CH2:23][CH2:24][CH2:25][C:26]2[CH:31]=[CH:30][CH:29]=[C:28]([O:32][CH2:33][CH2:34][CH2:35][C:36]([O:38][CH2:39][CH3:40])=[O:37])[C:27]=2[CH2:41][CH2:42][C:43]([O:45][CH2:46][CH3:47])=[O:44])[CH:8]=1)([CH3:4])([CH3:3])[CH3:2].C(OC(=O)C1C=C(OCCCCCCC2C=CC=C(OCCCC(OCC)=O)C=2CCC(OCC)=O)C=C(Br)C=1)(C)(C)C.[O:92]1[C:97]2C=CC(B(O)O)=C[C:96]=2[O:95][CH2:94][CH2:93]1.